Dataset: Reaction yield outcomes from USPTO patents with 853,638 reactions. Task: Predict the reaction yield, written as a fraction of the theoretical maximum amount of product (1.0 means a 100% yield; for example, 0.34 means a 34% yield). (1) The reactants are [F:1][C:2]1[CH:3]=[C:4](B(O)O)[CH:5]=[CH:6][C:7]=1[CH3:8].[Cl:12][C:13]1[N:18]=[C:17](Cl)[N:16]=[C:15]([O:20][CH3:21])[N:14]=1.P([O-])([O-])([O-])=O.[K+].[K+].[K+].O. The catalyst is C1(C)C=CC=CC=1.C1C=CC([P]([Pd]([P](C2C=CC=CC=2)(C2C=CC=CC=2)C2C=CC=CC=2)([P](C2C=CC=CC=2)(C2C=CC=CC=2)C2C=CC=CC=2)[P](C2C=CC=CC=2)(C2C=CC=CC=2)C2C=CC=CC=2)(C2C=CC=CC=2)C2C=CC=CC=2)=CC=1.C(OCC)(=O)C. The product is [Cl:12][C:13]1[N:18]=[C:17]([C:4]2[CH:5]=[CH:6][C:7]([CH3:8])=[C:2]([F:1])[CH:3]=2)[N:16]=[C:15]([O:20][CH3:21])[N:14]=1. The yield is 0.810. (2) The reactants are C([N:8](CC1C=CC=CC=1)[CH2:9][C:10]([F:17])([F:16])[C:11]([O:13][CH2:14][CH3:15])=[O:12])C1C=CC=CC=1.[C:25]([OH:31])([C:27]([F:30])([F:29])[F:28])=[O:26]. The catalyst is CCO. The product is [OH:31][C:25]([C:27]([F:30])([F:29])[F:28])=[O:26].[NH2:8][CH2:9][C:10]([F:17])([F:16])[C:11]([O:13][CH2:14][CH3:15])=[O:12]. The yield is 0.940. (3) The reactants are [CH:1]1([CH2:6][C@H:7]([C:11]2[CH:16]=[CH:15][C:14]([S:17]([CH3:20])(=[O:19])=[O:18])=[CH:13][CH:12]=2)[C:8]([OH:10])=O)[CH2:5][CH2:4][CH2:3][CH2:2]1.C(Cl)(=O)C(Cl)=O.[CH3:27][S:28][C:29]1[N:30]=[CH:31][C:32]([NH2:35])=[N:33][CH:34]=1.N1C=CC=CC=1. The catalyst is CN(C)C=O.C(Cl)Cl. The product is [CH:1]1([CH2:6][C@H:7]([C:11]2[CH:16]=[CH:15][C:14]([S:17]([CH3:20])(=[O:19])=[O:18])=[CH:13][CH:12]=2)[C:8]([NH:35][C:32]2[CH:31]=[N:30][C:29]([S:28][CH3:27])=[CH:34][N:33]=2)=[O:10])[CH2:2][CH2:3][CH2:4][CH2:5]1. The yield is 0.510. (4) The reactants are COC1C=CC(C[S:8][CH2:9][C@H:10]([NH:19][C:20]([C:22]2[NH:23][C:24]3[C:29]([CH:30]=2)=[CH:28][CH:27]=[CH:26][C:25]=3[N+:31]([O-:33])=[O:32])=O)[CH2:11][O:12][C:13](=[O:18])[C:14]([CH3:17])([CH3:16])[CH3:15])=CC=1.P(Cl)(Cl)(Cl)(Cl)Cl.C(=O)(O)[O-].[Na+]. The product is [N+:31]([C:25]1[CH:26]=[CH:27][CH:28]=[C:29]2[C:24]=1[NH:23][C:22]([C:20]1[S:8][CH2:9][C@@H:10]([CH2:11][O:12][C:13](=[O:18])[C:14]([CH3:17])([CH3:16])[CH3:15])[N:19]=1)=[CH:30]2)([O-:33])=[O:32]. The yield is 0.690. The catalyst is ClCCl. (5) The reactants are [Cl:1][C:2]1[CH:10]=[CH:9][CH:8]=[C:7]2[C:3]=1[C:4]([C:16]([OH:18])=O)=[CH:5][N:6]2[CH2:11][C:12]([F:15])([F:14])[F:13].[NH2:19][CH2:20][C@:21]1([OH:28])[CH2:26][CH2:25][CH2:24][C@H:23]([CH3:27])[CH2:22]1.CCN=C=NCCCN(C)C.C1C=CC2N(O)N=NC=2C=1.CCN(C(C)C)C(C)C. The catalyst is C(Cl)Cl. The product is [Cl:1][C:2]1[CH:10]=[CH:9][CH:8]=[C:7]2[C:3]=1[C:4]([C:16]([NH:19][CH2:20][C@:21]1([OH:28])[CH2:26][CH2:25][CH2:24][C@H:23]([CH3:27])[CH2:22]1)=[O:18])=[CH:5][N:6]2[CH2:11][C:12]([F:13])([F:14])[F:15]. The yield is 0.730. (6) The reactants are [F:1][C:2]([F:16])([F:15])[C:3]1[CH:4]=[C:5]([C:9]2[N:10]=[C:11]([NH2:14])[NH:12][N:13]=2)[CH:6]=[CH:7][CH:8]=1.[H-].[Na+].[Cl:19][C:20]1[CH:21]=[CH:22][C:23]([N+:29]([O-:31])=[O:30])=[C:24]([CH:28]=1)[C:25](Cl)=[O:26]. The catalyst is O1CCCC1.C(OCC)(=O)C. The product is [Cl:19][C:20]1[CH:21]=[CH:22][C:23]([N+:29]([O-:31])=[O:30])=[C:24]([CH:28]=1)[C:25]([NH:14][C:11]1[NH:12][N:13]=[C:9]([C:5]2[CH:6]=[CH:7][CH:8]=[C:3]([C:2]([F:15])([F:1])[F:16])[CH:4]=2)[N:10]=1)=[O:26]. The yield is 0.670.